Dataset: Forward reaction prediction with 1.9M reactions from USPTO patents (1976-2016). Task: Predict the product of the given reaction. (1) Given the reactants S(=O)(=O)(O)O.CO.[NH2:8][C:9]1[CH:17]=[C:16]([C:18]2[CH:23]=[CH:22][CH:21]=[CH:20][CH:19]=2)[C:15]([O:24][CH3:25])=[CH:14][C:10]=1[C:11]([OH:13])=[O:12].[C:26](=O)(O)[O-].[Na+], predict the reaction product. The product is: [NH2:8][C:9]1[CH:17]=[C:16]([C:18]2[CH:23]=[CH:22][CH:21]=[CH:20][CH:19]=2)[C:15]([O:24][CH3:25])=[CH:14][C:10]=1[C:11]([O:13][CH3:26])=[O:12]. (2) Given the reactants [Br:1][C:2]1[CH:3]=[C:4](Br)[C:5]2[N:6]([C:8]([CH3:11])=[N:9][N:10]=2)[CH:7]=1.[C:13](=[O:20])([O:15][C:16]([CH3:19])([CH3:18])[CH3:17])[NH2:14].C([O-])([O-])=O.[Cs+].[Cs+].CC1(C)C2C(=C(P(C3C=CC=CC=3)C3C=CC=CC=3)C=CC=2)OC2C(P(C3C=CC=CC=3)C3C=CC=CC=3)=CC=CC1=2, predict the reaction product. The product is: [Br:1][C:2]1[CH:3]=[C:4]([NH:14][C:13](=[O:20])[O:15][C:16]([CH3:19])([CH3:18])[CH3:17])[C:5]2[N:6]([C:8]([CH3:11])=[N:9][N:10]=2)[CH:7]=1. (3) Given the reactants [N:1]1([C:6]2[S:7][CH:8]=[C:9]([C:11](=O)[CH3:12])[N:10]=2)[CH:5]=[CH:4][N:3]=[CH:2]1.C(OC(=O)[N:20]([CH2:31][CH2:32][NH2:33])[CH2:21][C:22]1[CH:30]=[CH:29][C:25]2[O:26][CH2:27][O:28][C:24]=2[CH:23]=1)(C)(C)C, predict the reaction product. The product is: [O:26]1[C:25]2[CH:29]=[CH:30][C:22]([CH2:21][NH:20][CH2:31][CH2:32][NH:33][CH:11]([C:9]3[N:10]=[C:6]([N:1]4[CH:5]=[CH:4][N:3]=[CH:2]4)[S:7][CH:8]=3)[CH3:12])=[CH:23][C:24]=2[O:28][CH2:27]1. (4) Given the reactants [Cl:1][C:2]1[C:7]([F:8])=[CH:6][CH:5]=[CH:4][C:3]=1[C@:9]1([CH3:20])[CH2:14][C@@H:13]([C:15]([F:18])([F:17])[F:16])[O:12][C:11]([NH2:19])=[N:10]1.S(=O)(=O)(O)O.[N+:26]([O-])([O-:28])=[O:27].[K+], predict the reaction product. The product is: [Cl:1][C:2]1[C:7]([F:8])=[CH:6][C:5]([N+:26]([O-:28])=[O:27])=[CH:4][C:3]=1[C@:9]1([CH3:20])[CH2:14][C@@H:13]([C:15]([F:18])([F:16])[F:17])[O:12][C:11]([NH2:19])=[N:10]1. (5) Given the reactants [CH2:1]([O:3][C:4](=[C:10]1[C:14](=[O:15])[N:13]([CH3:16])[C:12](=[O:17])[NH:11]1)[C:5]([O:7]CC)=O)[CH3:2].[OH-:18].[K+].Cl, predict the reaction product. The product is: [CH2:1]([O:3][C:4]1[C:5](=[O:7])[N:13]([CH3:16])[C:12]([OH:17])=[N:11][C:10]=1[C:14]([OH:18])=[O:15])[CH3:2]. (6) Given the reactants [CH2:1]([O:3][C:4]1[CH:21]=[CH:20][CH:19]=[CH:18][C:5]=1[C:6]([NH:8][N:9]1[CH:13]=[C:12]([CH3:14])[N:11]=[C:10]1[CH2:15][CH2:16][CH3:17])=[O:7])[CH3:2].[Br:22]Br.O.C(O)C, predict the reaction product. The product is: [Br:22][C:13]1[N:9]([NH:8][C:6](=[O:7])[C:5]2[CH:18]=[CH:19][CH:20]=[CH:21][C:4]=2[O:3][CH2:1][CH3:2])[C:10]([CH2:15][CH2:16][CH3:17])=[N:11][C:12]=1[CH3:14]. (7) The product is: [CH2:1]([O:3][C:4]1[C:8]([CH2:9][CH2:10][O:11][C:23]2[CH:27]=[C:26]([CH2:28][CH2:29][C:30]([OH:32])=[O:31])[N:25]([C:35]3[CH:40]=[CH:39][CH:38]=[CH:37][CH:36]=3)[N:24]=2)=[CH:7][N:6]([C:12]2[CH:17]=[CH:16][C:15]([C:18]([F:20])([F:19])[F:21])=[CH:14][N:13]=2)[N:5]=1)[CH3:2]. Given the reactants [CH2:1]([O:3][C:4]1[C:8]([CH2:9][CH2:10][OH:11])=[CH:7][N:6]([C:12]2[CH:17]=[CH:16][C:15]([C:18]([F:21])([F:20])[F:19])=[CH:14][N:13]=2)[N:5]=1)[CH3:2].O[C:23]1[CH:27]=[C:26]([CH2:28][CH2:29][C:30]([O:32]CC)=[O:31])[N:25]([C:35]2[CH:40]=[CH:39][CH:38]=[CH:37][CH:36]=2)[N:24]=1.C(P(CCCC)CCCC)CCC.N(C(N1CCCCC1)=O)=NC(N1CCCCC1)=O, predict the reaction product. (8) Given the reactants Cl.[NH2:2][CH2:3][C:4](=O)[CH2:5][CH2:6][C:7]1[CH:12]=[CH:11][C:10]([C:13]2[N:14]=[C:15]([NH:18][C:19](=[O:21])[CH3:20])[S:16][CH:17]=2)=[CH:9][CH:8]=1.[OH-].[Na+].[N:25]#[C:26][NH2:27], predict the reaction product. The product is: [NH2:27][C:26]1[NH:25][C:4]([CH2:5][CH2:6][C:7]2[CH:12]=[CH:11][C:10]([C:13]3[N:14]=[C:15]([NH:18][C:19](=[O:21])[CH3:20])[S:16][CH:17]=3)=[CH:9][CH:8]=2)=[CH:3][N:2]=1. (9) The product is: [F:49][C:2]([F:1])([F:48])[C:3]1[CH:4]=[C:5]([C@H:13]([O:15][C@H:16]2[O:40][CH2:39][C@@H:19]3[CH2:20][N:21]([C:23]([C:25]4[O:29][N:28]=[C:27]([OH:30])[CH:26]=4)=[O:24])[CH2:22][C@H:18]3[C@@H:17]2[C:41]2[CH:42]=[CH:43][C:44]([F:47])=[CH:45][CH:46]=2)[CH3:14])[CH:6]=[C:7]([C:9]([F:10])([F:12])[F:11])[CH:8]=1. Given the reactants [F:1][C:2]([F:49])([F:48])[C:3]1[CH:4]=[C:5]([C@H:13]([O:15][C@H:16]2[O:40][CH2:39][C@@H:19]3[CH2:20][N:21]([C:23]([C:25]4[O:29][N:28]=[C:27]([O:30]COCC[Si](C)(C)C)[CH:26]=4)=[O:24])[CH2:22][C@H:18]3[C@@H:17]2[C:41]2[CH:46]=[CH:45][C:44]([F:47])=[CH:43][CH:42]=2)[CH3:14])[CH:6]=[C:7]([C:9]([F:12])([F:11])[F:10])[CH:8]=1.CCCC[N+](CCCC)(CCCC)CCCC.[F-], predict the reaction product.